The task is: Regression. Given a peptide amino acid sequence and an MHC pseudo amino acid sequence, predict their binding affinity value. This is MHC class II binding data.. This data is from Peptide-MHC class II binding affinity with 134,281 pairs from IEDB. (1) The peptide sequence is LQSLQTYVTQQLIRA. The MHC is DRB1_0101 with pseudo-sequence DRB1_0101. The binding affinity (normalized) is 0.833. (2) The peptide sequence is PKDMTYRRLISMMGF. The MHC is DRB1_1501 with pseudo-sequence DRB1_1501. The binding affinity (normalized) is 0.628.